Dataset: Experimentally validated miRNA-target interactions with 360,000+ pairs, plus equal number of negative samples. Task: Binary Classification. Given a miRNA mature sequence and a target amino acid sequence, predict their likelihood of interaction. (1) The miRNA is hsa-miR-27a-3p with sequence UUCACAGUGGCUAAGUUCCGC. The protein sequence of the target gene is MGNRSTADADGLLAGRGPAAGASAGASAGLAGQGAAALVGGVLLIGAVLAGNSLVCVSVATERALQTPTNSFIVSLAAADLLLALLVLPLFVYSEVQGGAWLLSPRLCDALMAMDVMLCTASIFNLCAISVDRFVAVAVPLRYNRQGGSRRQLLLIGATWLLSAAVAAPVLCGLNDVRGRDPAVCRLEDRDYVVYSSVCSFFLPCPLMLLLYWATFRGLQRWEVARRAKLHGRAPRRPSGPGPPSPTPPAPRLPQDPCGPDCAPPAPGLPRGPCGPDCAPAAPSLPQDPCGPDCAPPAPG.... Result: 0 (no interaction). (2) Result: 0 (no interaction). The miRNA is hsa-miR-29b-1-5p with sequence GCUGGUUUCAUAUGGUGGUUUAGA. The protein sequence of the target gene is MAAVEAETGLLTLESLPTDPLLLILSFVDYRDLINCCYVSRRLSQLSTHDPLWRRHCKKYWLISEEEKAGKSQCWRSLFIETYSDVGRYIDHYAAIKKAWRDLKKYLEPRCPRMVLSLKEGAREEDLDAVEAQIGCKLPDDYRCSYRIHNGQKLVVPGLLGSMALSNHYRSEDLLDVDTAAGGFQQRQGLKYCLPLTFCIHTGLSQYIAVEAAEGRNKNEVFYQCPDQMARNPAAIDMFIIGATFTDWFTSYVNNVVSGGFPIIRDQIFRYIHDPECVATTGDITVSVSTSFLPELSSVH.... (3) The miRNA is hsa-miR-4760-5p with sequence UUUAGAUUGAACAUGAAGUUAG. The protein sequence of the target gene is MLLLRCQLKQAPPQKVSFRFCVVMGKQQSKLKHSTYKYGRPDEIIEERIQTKAFQEYSPAHMDTVSVVAALNSDLCVSGGKDKTVVAYNWKTGNVVKRFKGHEHEITKVACIPKSSQFFSASRDRMVMMWDLHGSSQPRQQLCGHAMVVTGLAVSPDSSQLCTGSRDNTLLLWDVVTGQSVERASVSRNVVTHLCWVPREPYILQTSEDKTLRLWDSRGLQVAHMFPAKQHIQTYCEVSVDGHKCISCSNGFGGEGCEATLWDLRQTRNRICEYKGHFQTVASCVFLPRALALMPLIATS.... Result: 0 (no interaction). (4) The protein sequence of the target gene is MSSKPEPKDIHQPNGTGPTPSPCSSDGPGREPLAGTSEFLGPDGVEVVVIESRANAKGIREEDALLENGSQSNESDDVSTDRGPAPPSPLKETSFSIGLQVLFPFLLAGFGTVAAGMVLDIVQHWEVFQKVTEVFILVPALLGLKGNLEMTLASRLSTAANIGQMDTPKELWRMITGNMALIQVQATVVGFLASIAAVVFGWIPDGHFSIPHAFLLCASSVATAFIASLVLGMIMIGVIIGSRKIGINPDNVATPIAASLGDLITLALLSGISWGLYLELKHWRYIYPLVCAFFVALLPV.... The miRNA is mmu-miR-466a-5p with sequence UAUGUGUGUGUACAUGUACAUA. Result: 0 (no interaction). (5) The miRNA is mmu-miR-7229-3p with sequence UACACAGACCAGUGACUUUCUGCA. The protein sequence of the target gene is MLRACQLSGVTAAAQSCLCGKFVLRPLRPCRRYSTSGSSGLTTGKIAGAGLLFVGGGIGGTILYAKWDSHFRESVEKTIPYSDKLFEMVLGPAAYNVPLPKKSIQSGPLKISSVSEVMKESKQPASQLQKQKGDTPASATAPTEAAQIISAAGDTLSVPAPAVQPEESLKTDHPEIGEGKPTPALSEEASSSSIRERPPEEVAARLAQQEKQEQVKIESLAKSLEDALRQTASVTLQAIAAQNAAVQAVNAHSNILKAAMDNSEIAGEKKSAQWRTVEGALKERRKAVDEAADALLKAKE.... Result: 0 (no interaction). (6) The miRNA is hsa-miR-6769b-3p with sequence CCCUCUCUGUCCCACCCAUAG. The protein sequence of the target gene is MNKSENLLFAGSSLASQVHAAAVNGDKGALQRLIVGNSALKDKEDQFGRTPLMYCVLADRLDCADALLKAGADVNKTDHSQRTALHLAAQKGNYRFMKLLLTRRANWMQKDLEEMTPLHLTTRHRSPKCLALLLKFMAPGEVDTQDKNKQTALHWSAYYNNPEHVKLLIKHDSNIGIPDVEGKIPLHWAANHKDPSAVHTVRCILDAAPTESLLNWQDYEGRTPLHFAVADGNVTVVDVLTSYESCNITSYDNLFRTPLHWAALLGHAQIVHLLLERNKSGTIPSDSQGATPLHYAAQSN.... Result: 0 (no interaction). (7) The miRNA is hsa-miR-424-3p with sequence CAAAACGUGAGGCGCUGCUAU. The protein sequence of the target gene is MLRRPAPALAPAARLLLAGLLCGGGVWAARVNKHKPWLEPTYHGIVTENDNTVLLDPPLIALDKDAPLRFAESFEVTVTKEGEICGFKIHGQNVPFDAVVVDKSTGEGVIRSKEKLDCELQKDYSFTIQAYDCGKGPDGTNVKKSHKATVHIQVNDVNEYAPVFKEKSYKATVIEGKQYDSILRVEAVDADCSPQFSQICSYEIITPDVPFTVDKDGYIKNTEKLNYGKEHQYKLTVTAYDCGKKRATEDVLVKISIKPTCTPGWQGWNNRIEYEPGTGALAVFPNIHLETCDEPVASVQ.... Result: 0 (no interaction). (8) The protein sequence of the target gene is MGRRMRGAAATAGLWLLALGSLLALWGGLLPPRTELPASRPPEDRLPRRPARSGGPAPAPRFPLPPPLAWDARGGSLKTFRALLTLAAGADGPPRQSRSEPRWHVSARQPRPEESAAVHGGVFWSRGLEEQVPPGFSEAQAAAWLEAARGARMVALERGGCGRSSNRLARFADGTRACVRYGINPEQIQGEALSYYLARLLGLQRHVPPLALARVEARGAQWAQVQEELRAAHWTEGSVVSLTRWLPNLTDVVVPAPWRSEDGRLRPLRDAGGELANLSQAELVDLVQWTDLILFDYLTA.... The miRNA is hsa-miR-372-5p with sequence CCUCAAAUGUGGAGCACUAUUCU. Result: 1 (interaction). (9) The miRNA is hsa-miR-203a-3p with sequence GUGAAAUGUUUAGGACCACUAG. The protein sequence of the target gene is MWSGRSSFTSLVVGVFVVYVVHTCWVMYGIVYTRPCSGDANCIQPYLARRPKLQLSVYTTTRSHLGAENNIDLVLNVEDFDVESKFERTVNVSVPKKTRNNGTLYAYIFLHHAGVLPWHDGKQVHLVSPLTTYMVPKPEEINLLTGESDTQQIEAEKKPTSALDEPVSHWRPRLALNVMADNFVFDGSSLPADVHRYMKMIQLGKTVHYLPILFIDQLSNRVKDLMVINRSTTELPLTVSYDKVSLGRLRFWIHMQDAVYSLQQFGFSEKDADEVKGIFVDTNLYFLALTFFVAAFHLLF.... Result: 1 (interaction). (10) The miRNA is mmu-miR-8118 with sequence GACAAACAUGACUAUGCUGACA. The protein sequence of the target gene is MAAEPQPSSLSYRTTGSTYLHPLSELLGIPLDQVNFVVCQLVALFAAFWFRIYLRPGTTSSDVRHAVATIFGIYFVIFCFGWYSVHLFVLVLMCYAIMVTASVSNIHRYSFFVAMGYLTICHISRIYIFHYGILTTDFSGPLMIVTQKITTLAFQVHDGLGRRAEDLSAEQHRLAIKVKPSFLEYLSYLLNFMSVIAGPCNNFKDYIAFIEGKHIHMKLLEVNWKRKGFHSLPEPSPTGAVIHKLGITLVSLLLFLTLTKTFPVTCLVDDWFVHKASFPARLCYLYVVMQASKPKYYFAW.... Result: 0 (no interaction).